This data is from Forward reaction prediction with 1.9M reactions from USPTO patents (1976-2016). The task is: Predict the product of the given reaction. (1) Given the reactants Cl[C:2]1[C:11]([CH3:12])=[C:10]([Cl:13])[C:9]2[C:4](=[CH:5][C:6]([F:15])=[CH:7][C:8]=2[F:14])[N:3]=1.[Cl-].[F:17][C:18]1[CH:19]=[C:20]([CH:23]=[CH:24][CH:25]=1)[CH2:21][Zn+], predict the reaction product. The product is: [Cl:13][C:10]1[C:9]2[C:4](=[CH:5][C:6]([F:15])=[CH:7][C:8]=2[F:14])[N:3]=[C:2]([CH2:21][C:20]2[CH:23]=[CH:24][CH:25]=[C:18]([F:17])[CH:19]=2)[C:11]=1[CH3:12]. (2) Given the reactants [F:1][C:2]1[CH:7]=[CH:6][CH:5]=[CH:4][C:3]=1[C:8]1[N:9]=[N:10][N:11]([CH3:27])[C:12]=1[C:13]1[N:14]=[CH:15][N:16]([C:18]2[CH:26]=[CH:25][C:21]([C:22](O)=[O:23])=[CH:20][N:19]=2)[CH:17]=1.C1N=C[N:30](C(N2C=NC=C2)=O)C=1.[OH-].[NH4+], predict the reaction product. The product is: [F:1][C:2]1[CH:7]=[CH:6][CH:5]=[CH:4][C:3]=1[C:8]1[N:9]=[N:10][N:11]([CH3:27])[C:12]=1[C:13]1[N:14]=[CH:15][N:16]([C:18]2[CH:26]=[CH:25][C:21]([C:22]([NH2:30])=[O:23])=[CH:20][N:19]=2)[CH:17]=1. (3) Given the reactants [CH2:1]([O:3][C:4](=[O:12])[CH2:5][C:6]1[CH:11]=[CH:10][N:9]=[CH:8][CH:7]=1)[CH3:2].[H][H].[C:23](O[C:23]([O:25][C:26]([CH3:29])(C)C)=[O:24])([O:25][C:26](C)(C)[CH3:29])=[O:24], predict the reaction product. The product is: [CH2:1]([O:3][C:4](=[O:12])[CH2:5][CH:6]1[CH2:11][CH2:10][N:9]([C:23]([O:25][CH2:26][C:29]2[CH:8]=[CH:7][CH:6]=[CH:5][CH:4]=2)=[O:24])[CH2:8][CH2:7]1)[CH3:2]. (4) Given the reactants [CH3:1][C:2]1[N:3]=[C:4]([NH:22]C(=O)C)[S:5][C:6]=1[C:7]1[CH:11]=[C:10]([S:12]([N:15]2[CH2:20][CH2:19][N:18]([CH3:21])[CH2:17][CH2:16]2)(=[O:14])=[O:13])[S:9][CH:8]=1.CCO, predict the reaction product. The product is: [CH3:1][C:2]1[N:3]=[C:4]([NH2:22])[S:5][C:6]=1[C:7]1[CH:11]=[C:10]([S:12]([N:15]2[CH2:20][CH2:19][N:18]([CH3:21])[CH2:17][CH2:16]2)(=[O:14])=[O:13])[S:9][CH:8]=1. (5) Given the reactants Cl[C:2]1[N:7]=[C:6]([C:8]2[N:12]3[CH:13]=[CH:14][C:15]([C:17]([F:20])([F:19])[F:18])=[N:16][C:11]3=[N:10][CH:9]=2)[CH:5]=[CH:4][N:3]=1.[F:21][C:22]1[CH:23]=[CH:24][C:25](C2C=CC=C(C3N4C=CC(C(O)(C)C)=NC4=NC=3)N=2)=[C:26]([CH:29]=1)[C:27]#[N:28], predict the reaction product. The product is: [F:21][C:22]1[CH:23]=[CH:24][C:25]([C:2]2[N:7]=[C:6]([C:8]3[N:12]4[CH:13]=[CH:14][C:15]([C:17]([F:20])([F:19])[F:18])=[N:16][C:11]4=[N:10][CH:9]=3)[CH:5]=[CH:4][N:3]=2)=[C:26]([CH:29]=1)[C:27]#[N:28]. (6) Given the reactants Br[C:2]1[C:15]2[C:16]3=[C:17]4[C:12](=[CH:13][CH:14]=2)[CH:11]=[CH:10][CH:9]=[C:8]4[CH:7]=[CH:6][C:5]3=[CH:4][CH:3]=1.[Cl:18][C:19]1[CH:24]=[CH:23][C:22](B(O)O)=[CH:21][CH:20]=1.COCCOC.C(=O)([O-])[O-].[Na+].[Na+], predict the reaction product. The product is: [Cl:18][C:19]1[CH:24]=[CH:23][C:22]([C:9]2[C:8]3[C:17]4=[C:16]5[C:5](=[CH:6][CH:7]=3)[CH:4]=[CH:3][CH:2]=[C:15]5[CH:14]=[CH:13][C:12]4=[CH:11][CH:10]=2)=[CH:21][CH:20]=1. (7) Given the reactants [Cl:1][C:2]1[N:11]=[C:10](Cl)[C:9]2[C:4](=[CH:5][CH:6]=[CH:7][CH:8]=2)[N:3]=1.C(N(CC)C(C)C)(C)C.[NH2:22][CH2:23][C:24]([C:32]1[CH:37]=[CH:36][CH:35]=[CH:34][CH:33]=1)([C:26]1[CH:31]=[CH:30][CH:29]=[CH:28][CH:27]=1)[OH:25], predict the reaction product. The product is: [Cl:1][C:2]1[N:11]=[CH:10][C:9]2[C:4](=[CH:5][CH:6]=[CH:7][C:8]=2[NH:22][CH2:23][C:24]([C:32]2[CH:37]=[CH:36][CH:35]=[CH:34][CH:33]=2)([C:26]2[CH:31]=[CH:30][CH:29]=[CH:28][CH:27]=2)[OH:25])[N:3]=1. (8) Given the reactants [Cl:1][C:2]1[C:7]([N:8]([CH2:15][C:16]2[CH:21]=[CH:20][C:19]([O:22][CH3:23])=[CH:18][CH:17]=2)[S:9]([CH2:12][CH2:13][CH3:14])(=[O:11])=[O:10])=[CH:6][CH:5]=[C:4]([F:24])[C:3]=1[NH:25][C:26](=[O:36])[C:27]1[CH:32]=[CH:31][N:30]=[C:29]([C:33]#[N:34])[C:28]=1F.C(O)(=O)C.[CH:41](N)=[NH:42].C[N:45](C)C(=O)C, predict the reaction product. The product is: [NH2:45][C:33]1[C:29]2[N:30]=[CH:31][CH:32]=[C:27]([C:26]([NH:25][C:3]3[C:4]([F:24])=[CH:5][CH:6]=[C:7]([N:8]([CH2:15][C:16]4[CH:17]=[CH:18][C:19]([O:22][CH3:23])=[CH:20][CH:21]=4)[S:9]([CH2:12][CH2:13][CH3:14])(=[O:10])=[O:11])[C:2]=3[Cl:1])=[O:36])[C:28]=2[N:42]=[CH:41][N:34]=1. (9) Given the reactants [C:1]1([S:7]([N:10]2[C:18]3[C:13](=[CH:14][CH:15]=[C:16]([F:19])[CH:17]=3)[C:12]([C:20]3[CH:21]=[CH:22][C:23]4[N:27]=[C:26]([CH2:28]Cl)[NH:25][C:24]=4[CH:30]=3)=[CH:11]2)(=[O:9])=[O:8])[CH:6]=[CH:5][CH:4]=[CH:3][CH:2]=1.[NH:31]1[CH2:36][CH2:35][NH:34][CH2:33][CH2:32]1, predict the reaction product. The product is: [F:19][C:16]1[CH:17]=[C:18]2[C:13]([C:12]([C:20]3[CH:21]=[CH:22][C:23]4[N:27]=[C:26]([CH2:28][N:31]5[CH2:36][CH2:35][NH:34][CH2:33][CH2:32]5)[NH:25][C:24]=4[CH:30]=3)=[CH:11][N:10]2[S:7]([C:1]2[CH:6]=[CH:5][CH:4]=[CH:3][CH:2]=2)(=[O:9])=[O:8])=[CH:14][CH:15]=1. (10) Given the reactants [F:1][C:2]([F:13])([F:12])[CH:3]1[CH2:8][CH2:7][CH:6]([C:9]([OH:11])=[O:10])[CH2:5][CH2:4]1.[OH-].[K+], predict the reaction product. The product is: [F:1][C:2]([F:12])([F:13])[C@H:3]1[CH2:4][CH2:5][C@H:6]([C:9]([OH:11])=[O:10])[CH2:7][CH2:8]1.